From a dataset of Forward reaction prediction with 1.9M reactions from USPTO patents (1976-2016). Predict the product of the given reaction. (1) Given the reactants [Cl:1][C:2]1[CH:3]=[C:4]([CH:6]=[CH:7][C:8]=1[O:9][C:10]1[C:19]2[C:14](=[CH:15][C:16]([O:22][CH3:23])=[C:17]([O:20][CH3:21])[CH:18]=2)[N:13]=[CH:12][N:11]=1)[NH2:5].C(O)C.[Cl:27][C:28]1[CH:33]=[CH:32][CH:31]=[CH:30][C:29]=1[C:34]([N:36]=[C:37]=[S:38])=[O:35], predict the reaction product. The product is: [Cl:27][C:28]1[CH:33]=[CH:32][CH:31]=[CH:30][C:29]=1[C:34]([NH:36][C:37]([NH:5][C:4]1[CH:6]=[CH:7][C:8]([O:9][C:10]2[C:19]3[C:14](=[CH:15][C:16]([O:22][CH3:23])=[C:17]([O:20][CH3:21])[CH:18]=3)[N:13]=[CH:12][N:11]=2)=[C:2]([Cl:1])[CH:3]=1)=[S:38])=[O:35]. (2) Given the reactants [NH2:1][C:2]1[CH:25]=[CH:24][C:5]([O:6][C:7]2[C:16]3[C:11](=[CH:12][C:13]([O:19][CH2:20][CH2:21][O:22][CH3:23])=[C:14]([C:17]#[N:18])[CH:15]=3)[N:10]=[CH:9][CH:8]=2)=[CH:4][CH:3]=1.N1C=CC=CC=1.Cl[C:33]([O:35][C:36]1[CH:41]=[CH:40][CH:39]=[CH:38][CH:37]=1)=[O:34].O, predict the reaction product. The product is: [C:17]([C:14]1[CH:15]=[C:16]2[C:11](=[CH:12][C:13]=1[O:19][CH2:20][CH2:21][O:22][CH3:23])[N:10]=[CH:9][CH:8]=[C:7]2[O:6][C:5]1[CH:4]=[CH:3][C:2]([NH:1][C:33](=[O:34])[O:35][C:36]2[CH:41]=[CH:40][CH:39]=[CH:38][CH:37]=2)=[CH:25][CH:24]=1)#[N:18]. (3) Given the reactants [N:1]1[CH:6]=[CH:5][CH:4]=[CH:3][C:2]=1[NH:7][C:8]1[NH:12][C:11]2[CH:13]=[CH:14][C:15]([C:17]([OH:19])=O)=[CH:16][C:10]=2[N:9]=1.[NH2:20][C:21]1[C:29]2[C:24](=[CH:25][C:26]([NH2:30])=[CH:27][CH:28]=2)[NH:23][N:22]=1.CN(C(ON1N=NC2C=CC=CC1=2)=[N+](C)C)C.F[P-](F)(F)(F)(F)F, predict the reaction product. The product is: [NH2:20][C:21]1[C:29]2[C:24](=[CH:25][C:26]([NH:30][C:17]([C:15]3[CH:14]=[CH:13][C:11]4[NH:12][C:8]([NH:7][C:2]5[CH:3]=[CH:4][CH:5]=[CH:6][N:1]=5)=[N:9][C:10]=4[CH:16]=3)=[O:19])=[CH:27][CH:28]=2)[NH:23][N:22]=1. (4) Given the reactants [C:1]([C:3]1[CH:27]=[CH:26][C:6]([CH2:7][NH:8][C:9](=[O:25])[CH:10]([O:22][CH2:23][CH3:24])[N:11]2[CH2:19][C:18]3[C:13](=[CH:14][CH:15]=[CH:16][C:17]=3[CH3:20])[C:12]2=[O:21])=[C:5]([N+:28]([O-])=O)[CH:4]=1)#[N:2], predict the reaction product. The product is: [NH2:28][C:5]1[CH:4]=[C:3]([C:1]#[N:2])[CH:27]=[CH:26][C:6]=1[CH2:7][NH:8][C:9](=[O:25])[CH:10]([O:22][CH2:23][CH3:24])[N:11]1[CH2:19][C:18]2[C:13](=[CH:14][CH:15]=[CH:16][C:17]=2[CH3:20])[C:12]1=[O:21]. (5) Given the reactants [F:1][C:2]1[CH:9]=[C:8]([N+:10]([O-])=O)[C:7]([NH:13][CH3:14])=[CH:6][C:3]=1[C:4]#[N:5], predict the reaction product. The product is: [NH2:10][C:8]1[C:7]([NH:13][CH3:14])=[CH:6][C:3]([C:4]#[N:5])=[C:2]([F:1])[CH:9]=1. (6) Given the reactants [N:1]1[CH:6]=[CH:5][CH:4]=[CH:3][C:2]=1[C:7]1[CH2:12][CH2:11][N:10]([C:13]([O:15][C:16]([CH3:19])([CH3:18])[CH3:17])=[O:14])[CH2:9][CH:8]=1, predict the reaction product. The product is: [N:1]1[CH:6]=[CH:5][CH:4]=[CH:3][C:2]=1[CH:7]1[CH2:12][CH2:11][N:10]([C:13]([O:15][C:16]([CH3:19])([CH3:18])[CH3:17])=[O:14])[CH2:9][CH2:8]1. (7) Given the reactants [CH3:1][N:2]1[C:10]2[C:5](=[CH:6][C:7]([N+:11]([O-])=O)=[CH:8][CH:9]=2)[CH2:4][C:3]1=[O:14].[Cl-].[NH4+], predict the reaction product. The product is: [NH2:11][C:7]1[CH:6]=[C:5]2[C:10](=[CH:9][CH:8]=1)[N:2]([CH3:1])[C:3](=[O:14])[CH2:4]2.